The task is: Predict the product of the given reaction.. This data is from Forward reaction prediction with 1.9M reactions from USPTO patents (1976-2016). (1) Given the reactants Br[CH2:2][C:3]([C:5]1[CH:14]=[CH:13][C:12]2[CH2:11][CH2:10][CH2:9][CH2:8][C:7]=2[CH:6]=1)=O.C(OC([N:22]1[CH2:27][CH2:26][CH:25]([C:28](=[S:30])[NH2:29])[CH2:24][CH2:23]1)=O)(C)(C)C, predict the reaction product. The product is: [CH:6]1[C:7]2[CH2:8][CH2:9][CH2:10][CH2:11][C:12]=2[CH:13]=[CH:14][C:5]=1[C:3]1[N:29]=[C:28]([CH:25]2[CH2:26][CH2:27][NH:22][CH2:23][CH2:24]2)[S:30][CH:2]=1. (2) Given the reactants [NH2:1][C:2]1[CH:10]=[CH:9][C:5]([C:6]([OH:8])=[O:7])=[CH:4][N:3]=1.[CH3:11]O.CC, predict the reaction product. The product is: [NH2:1][C:2]1[CH:10]=[CH:9][C:5]([C:6]([O:8][CH3:11])=[O:7])=[CH:4][N:3]=1. (3) Given the reactants [OH:1][C:2]1[CH:11]=[C:10]2[C:5]([C:6]([O:12][C:13]3[CH:14]=[C:15]4[C:19](=[CH:20][CH:21]=3)[NH:18][C:17]([CH3:22])=[CH:16]4)=[N:7][CH:8]=[N:9]2)=[CH:4][CH:3]=1.C1(P(C2C=CC=CC=2)C2C=CC=CC=2)C=CC=CC=1.O[CH2:43][CH:44]1[CH2:49][CH2:48][N:47]([C:50]([O:52][C:53]([CH3:56])([CH3:55])[CH3:54])=[O:51])[CH2:46][CH2:45]1.N(C(OC(C)C)=O)=NC(OC(C)C)=O, predict the reaction product. The product is: [C:53]([O:52][C:50]([N:47]1[CH2:48][CH2:49][CH:44]([CH2:43][O:1][C:2]2[CH:11]=[C:10]3[C:5]([C:6]([O:12][C:13]4[CH:14]=[C:15]5[C:19](=[CH:20][CH:21]=4)[NH:18][C:17]([CH3:22])=[CH:16]5)=[N:7][CH:8]=[N:9]3)=[CH:4][CH:3]=2)[CH2:45][CH2:46]1)=[O:51])([CH3:56])([CH3:54])[CH3:55]. (4) Given the reactants [S-:1][C:2]#[N:3].[NH4+].[CH:5]([C:7]1[CH:14]=[CH:13][C:10]([CH2:11]Cl)=[CH:9][CH:8]=1)=[CH2:6], predict the reaction product. The product is: [CH:5]([C:7]1[CH:14]=[CH:13][C:10]([CH2:11][S:1][C:2]#[N:3])=[CH:9][CH:8]=1)=[CH2:6]. (5) Given the reactants [O:1]1[CH2:6][CH2:5][CH2:4][CH2:3][CH:2]1[N:7]1[CH:11]=[CH:10][CH:9]=[N:8]1.C([Li])CCC.OC(C(O)(C)C)(C)C.[B:25]([O:34][CH:35]([CH3:37])[CH3:36])([O:30][CH:31]([CH3:33])[CH3:32])OC(C)C, predict the reaction product. The product is: [O:1]1[CH2:6][CH2:5][CH2:4][CH2:3][CH:2]1[N:7]1[C:11]([B:25]2[O:30][C:31]([CH3:32])([CH3:33])[C:35]([CH3:36])([CH3:37])[O:34]2)=[CH:10][CH:9]=[N:8]1. (6) The product is: [N:3]([CH2:6][CH2:7][CH2:8][S:9]([NH2:2])(=[O:11])=[O:10])=[N+:4]=[N-:5]. Given the reactants [OH-].[NH4+:2].[N:3]([CH2:6][CH2:7][CH2:8][S:9](Cl)(=[O:11])=[O:10])=[N+:4]=[N-:5], predict the reaction product.